Dataset: Forward reaction prediction with 1.9M reactions from USPTO patents (1976-2016). Task: Predict the product of the given reaction. (1) Given the reactants [Cl:1][C:2]1[CH:3]=[C:4]([N:8]2[N:12]=[N:11][C:10]([CH:13](OS(C)(=O)=O)[CH3:14])=[N:9]2)[CH:5]=[CH:6][CH:7]=1.C(=O)([O-])[O-].[K+].[K+].[CH:26]1([N:29]2[C:33]([C:34]3[CH:39]=[CH:38][N:37]=[CH:36][CH:35]=3)=[N:32][NH:31][C:30]2=[S:40])[CH2:28][CH2:27]1, predict the reaction product. The product is: [Cl:1][C:2]1[CH:3]=[C:4]([N:8]2[N:12]=[N:11][C:10]([CH:13]([S:40][C:30]3[N:29]([CH:26]4[CH2:28][CH2:27]4)[C:33]([C:34]4[CH:35]=[CH:36][N:37]=[CH:38][CH:39]=4)=[N:32][N:31]=3)[CH3:14])=[N:9]2)[CH:5]=[CH:6][CH:7]=1. (2) Given the reactants [NH2:1][C:2]1[CH:3]=[C:4]([CH:7]=[CH:8][C:9]=1[NH2:10])[C:5]#[N:6].[C:11](O)(=[O:15])[C:12](O)=[O:13], predict the reaction product. The product is: [O:13]=[C:12]1[C:11](=[O:15])[NH:1][C:2]2[C:9](=[CH:8][CH:7]=[C:4]([C:5]#[N:6])[CH:3]=2)[NH:10]1.